Dataset: Forward reaction prediction with 1.9M reactions from USPTO patents (1976-2016). Task: Predict the product of the given reaction. Given the reactants [C:1]1([C:7]2[NH:11][C:10]3[CH:12]=[CH:13][CH:14]=[CH:15][C:9]=3[N:8]=2)[CH:6]=[CH:5][CH:4]=[CH:3][CH:2]=1.[H-].[Na+].CN(C)C=O.Br[CH2:24][C:25]([O:27][CH3:28])=[O:26], predict the reaction product. The product is: [C:1]1([C:7]2[N:8]([CH2:24][C:25]([O:27][CH3:28])=[O:26])[C:9]3[CH:15]=[CH:14][CH:13]=[CH:12][C:10]=3[N:11]=2)[CH:2]=[CH:3][CH:4]=[CH:5][CH:6]=1.